From a dataset of Forward reaction prediction with 1.9M reactions from USPTO patents (1976-2016). Predict the product of the given reaction. (1) Given the reactants C([O:5][C:6](=[O:38])[CH2:7][N:8]1[CH2:36][CH2:35][CH2:34][CH2:33][N:11]2[C:12](=[O:32])[C:13]([O:30]C)=[C:14]3[C:19]([CH2:18][CH2:17][N:16]([CH2:20][C:21]4[CH:26]=[CH:25][C:24]([F:27])=[C:23]([Cl:28])[CH:22]=4)[C:15]3=[O:29])=[C:10]2[C:9]1=[O:37])(C)(C)C.Br, predict the reaction product. The product is: [Cl:28][C:23]1[CH:22]=[C:21]([CH:26]=[CH:25][C:24]=1[F:27])[CH2:20][N:16]1[CH2:17][CH2:18][C:19]2[C:14](=[C:13]([OH:30])[C:12](=[O:32])[N:11]3[CH2:33][CH2:34][CH2:35][CH2:36][N:8]([CH2:7][C:6]([OH:38])=[O:5])[C:9](=[O:37])[C:10]3=2)[C:15]1=[O:29]. (2) Given the reactants [NH2:1][C:2]1[CH:7]=[CH:6][C:5]([CH:8]2[N:12]([C:13]3[CH:18]=[CH:17][C:16]([C:19]([CH3:22])([CH3:21])[CH3:20])=[CH:15][CH:14]=3)[CH:11]([C:23]3[CH:28]=[CH:27][C:26]([C:29]4[N:30]=[C:31]([C@@H:34]5[CH2:38][CH2:37][CH2:36][N:35]5[C:39]([O:41][C:42]([CH3:45])([CH3:44])[CH3:43])=[O:40])[NH:32][CH:33]=4)=[CH:25][CH:24]=3)[CH2:10][CH2:9]2)=[CH:4][CH:3]=1.[C:46]([O:50][C:51]([N:53]1[CH2:57][CH2:56][CH2:55][C@H:54]1[C:58](O)=[O:59])=[O:52])([CH3:49])([CH3:48])[CH3:47].CN(C(ON1N=NC2C=CC=NC1=2)=[N+](C)C)C.F[P-](F)(F)(F)(F)F.CCN(C(C)C)C(C)C, predict the reaction product. The product is: [C:42]([O:41][C:39]([N:35]1[CH2:36][CH2:37][CH2:38][C@H:34]1[C:31]1[NH:32][CH:33]=[C:29]([C:26]2[CH:27]=[CH:28][C:23]([CH:11]3[N:12]([C:13]4[CH:18]=[CH:17][C:16]([C:19]([CH3:21])([CH3:22])[CH3:20])=[CH:15][CH:14]=4)[CH:8]([C:5]4[CH:4]=[CH:3][C:2]([NH:1][C:58]([C@H:54]5[CH2:55][CH2:56][CH2:57][N:53]5[C:51]([O:50][C:46]([CH3:49])([CH3:48])[CH3:47])=[O:52])=[O:59])=[CH:7][CH:6]=4)[CH2:9][CH2:10]3)=[CH:24][CH:25]=2)[N:30]=1)=[O:40])([CH3:45])([CH3:44])[CH3:43]. (3) Given the reactants [Cl:1][C:2]1[CH:10]=[C:9]2[C:5]([C:6]([CH2:18][C:19]3[CH:24]=[CH:23][CH:22]=[C:21]([Cl:25])[CH:20]=3)([CH:12]3[CH2:17][CH2:16][CH2:15][NH:14][CH2:13]3)[C:7](=[O:11])[NH:8]2)=[CH:4][CH:3]=1.C(N(CC)CC)C.[N:33]1([C:38](Cl)=[O:39])[CH2:37][CH2:36][CH2:35][CH2:34]1, predict the reaction product. The product is: [Cl:1][C:2]1[CH:10]=[C:9]2[C:5]([C:6]([CH2:18][C:19]3[CH:24]=[CH:23][CH:22]=[C:21]([Cl:25])[CH:20]=3)([CH:12]3[CH2:17][CH2:16][CH2:15][N:14]([C:38]([N:33]4[CH2:37][CH2:36][CH2:35][CH2:34]4)=[O:39])[CH2:13]3)[C:7](=[O:11])[NH:8]2)=[CH:4][CH:3]=1. (4) Given the reactants C(=O)([O-])[O-].[K+].[K+].Cl.[NH2:8][OH:9].[C:10]([C@@H:12]([NH:17][C:18](=[O:24])[O:19][C:20]([CH3:23])([CH3:22])[CH3:21])[CH2:13][CH:14]1[CH2:16][CH2:15]1)#[N:11], predict the reaction product. The product is: [NH2:11]/[C:10](=[N:8]\[OH:9])/[C@@H:12]([NH:17][C:18](=[O:24])[O:19][C:20]([CH3:21])([CH3:23])[CH3:22])[CH2:13][CH:14]1[CH2:16][CH2:15]1. (5) The product is: [NH:20]([C:2]1[S:6][C:5]([C:7]2[CH:8]=[CH:9][C:10]([O:15][CH:16]([CH3:18])[CH3:17])=[C:11]([CH:14]=2)[C:12]#[N:13])=[N:4][N:3]=1)[NH2:21]. Given the reactants Br[C:2]1[S:6][C:5]([C:7]2[CH:8]=[CH:9][C:10]([O:15][CH:16]([CH3:18])[CH3:17])=[C:11]([CH:14]=2)[C:12]#[N:13])=[N:4][N:3]=1.O.[NH2:20][NH2:21], predict the reaction product. (6) Given the reactants [CH2:1]([C:5]1[N:6]([CH2:20][C:21]2[CH:26]=[CH:25][C:24]([C:27]3[C:28]([C:33]#[N:34])=[CH:29][CH:30]=[CH:31][CH:32]=3)=[CH:23][CH:22]=2)[C:7](=[O:19])[C:8]([CH2:12][C:13](=[O:18])[C:14]([CH3:17])([CH3:16])[CH3:15])=[C:9]([CH3:11])[N:10]=1)[CH2:2][CH2:3][CH3:4].C(OCC)(=O)C.O, predict the reaction product. The product is: [CH2:1]([C:5]1[N:6]([CH2:20][C:21]2[CH:22]=[CH:23][C:24]([C:27]3[C:28]([C:33]#[N:34])=[CH:29][CH:30]=[CH:31][CH:32]=3)=[CH:25][CH:26]=2)[C:7](=[O:19])[C:8]([CH2:12][CH:13]([OH:18])[C:14]([CH3:16])([CH3:17])[CH3:15])=[C:9]([CH3:11])[N:10]=1)[CH2:2][CH2:3][CH3:4]. (7) Given the reactants [NH2:1][C:2]1[N:7]=[C:6]([N:8]2[CH:17]([CH3:18])[CH2:16][C:15]3[C:10](=[CH:11][C:12]([C:19]4[CH:24]=[CH:23][N:22]=[C:21]([C:25]([OH:27])=O)[CH:20]=4)=[CH:13][CH:14]=3)[CH2:9]2)[CH:5]=[C:4]([N:28]2[CH2:33][CH2:32][N:31]([CH3:34])[CH2:30][CH2:29]2)[N:3]=1.Cl.[F:36][C@H:37]1[CH2:41][CH2:40][NH:39][CH2:38]1, predict the reaction product. The product is: [F:36][C@H:37]1[CH2:41][CH2:40][N:39]([C:25]([C:21]2[CH:20]=[C:19]([C:12]3[CH:11]=[C:10]4[C:15]([CH2:16][CH:17]([CH3:18])[N:8]([C:6]5[CH:5]=[C:4]([N:28]6[CH2:29][CH2:30][N:31]([CH3:34])[CH2:32][CH2:33]6)[N:3]=[C:2]([NH2:1])[N:7]=5)[CH2:9]4)=[CH:14][CH:13]=3)[CH:24]=[CH:23][N:22]=2)=[O:27])[CH2:38]1.